The task is: Regression. Given two drug SMILES strings and cell line genomic features, predict the synergy score measuring deviation from expected non-interaction effect.. This data is from Merck oncology drug combination screen with 23,052 pairs across 39 cell lines. (1) Drug 2: NC1(c2ccc(-c3nc4ccn5c(=O)[nH]nc5c4cc3-c3ccccc3)cc2)CCC1. Drug 1: CC1CC2C3CCC4=CC(=O)C=CC4(C)C3(F)C(O)CC2(C)C1(O)C(=O)CO. Synergy scores: synergy=3.07. Cell line: NCIH23. (2) Drug 1: CN1C(=O)C=CC2(C)C3CCC4(C)C(NC(=O)OCC(F)(F)F)CCC4C3CCC12. Drug 2: CN(Cc1cnc2nc(N)nc(N)c2n1)c1ccc(C(=O)NC(CCC(=O)O)C(=O)O)cc1. Cell line: SW837. Synergy scores: synergy=-9.97. (3) Drug 1: COC12C(COC(N)=O)C3=C(C(=O)C(C)=C(N)C3=O)N1CC1NC12. Drug 2: NC(=O)c1cccc2cn(-c3ccc(C4CCCNC4)cc3)nc12. Cell line: SKOV3. Synergy scores: synergy=-0.127. (4) Drug 1: CCC1(O)CC2CN(CCc3c([nH]c4ccccc34)C(C(=O)OC)(c3cc4c(cc3OC)N(C)C3C(O)(C(=O)OC)C(OC(C)=O)C5(CC)C=CCN6CCC43C65)C2)C1. Drug 2: COC1CC2CCC(C)C(O)(O2)C(=O)C(=O)N2CCCCC2C(=O)OC(C(C)CC2CCC(OP(C)(C)=O)C(OC)C2)CC(=O)C(C)C=C(C)C(O)C(OC)C(=O)C(C)CC(C)C=CC=CC=C1C. Cell line: A375. Synergy scores: synergy=6.25. (5) Drug 1: N.N.O=C(O)C1(C(=O)O)CCC1.[Pt]. Drug 2: COC1CC2CCC(C)C(O)(O2)C(=O)C(=O)N2CCCCC2C(=O)OC(C(C)CC2CCC(OP(C)(C)=O)C(OC)C2)CC(=O)C(C)C=C(C)C(O)C(OC)C(=O)C(C)CC(C)C=CC=CC=C1C. Cell line: LNCAP. Synergy scores: synergy=20.6. (6) Drug 1: CN(Cc1cnc2nc(N)nc(N)c2n1)c1ccc(C(=O)NC(CCC(=O)O)C(=O)O)cc1. Drug 2: O=C(CCCCCCC(=O)Nc1ccccc1)NO. Cell line: HT29. Synergy scores: synergy=-16.5.